This data is from Forward reaction prediction with 1.9M reactions from USPTO patents (1976-2016). The task is: Predict the product of the given reaction. (1) Given the reactants [CH3:1][C:2]1([CH3:19])[C:11]2[C:6](=[CH:7][CH:8]=[C:9]([C:12]#[C:13][Si](C)(C)C)[CH:10]=2)[C:5](=[O:18])[CH2:4][CH2:3]1.CC1(C)C2C(=CC=C([Si](C)(C)C)C=2)C(=O)C(C#C)C1.C(=O)([O-])[O-].[K+].[K+], predict the reaction product. The product is: [C:12]([C:9]1[CH:10]=[C:11]2[C:6](=[CH:7][CH:8]=1)[C:5](=[O:18])[CH2:4][CH2:3][C:2]2([CH3:19])[CH3:1])#[CH:13]. (2) Given the reactants [CH3:1][N:2]([CH3:14])[CH2:3][CH2:4][O:5][C:6]1[CH:13]=[CH:12][C:9]([CH:10]=O)=[CH:8][CH:7]=1.[CH3:15][O:16][C:17]1[CH:18]=[C:19]([CH:21]=[CH:22][CH:23]=1)[NH2:20], predict the reaction product. The product is: [CH3:1][N:2]([CH3:14])[CH2:3][CH2:4][O:5][C:6]1[CH:13]=[CH:12][C:9]([CH:10]=[N:20][C:19]2[CH:21]=[CH:22][CH:23]=[C:17]([O:16][CH3:15])[CH:18]=2)=[CH:8][CH:7]=1. (3) Given the reactants [Cl:1][C:2]1[C:3]([C:14]2[N:18]([CH3:19])[C:17]3[CH:20]=[CH:21][CH:22]=[CH:23][C:16]=3[N:15]=2)=[N:4][C:5]([N:8]2[CH2:13][CH2:12][NH:11][CH2:10][CH2:9]2)=[N:6][CH:7]=1.C[CH2:25][N:26]([CH2:29]C)CC.ClC(Cl)([O:34]C(=O)OC(Cl)(Cl)Cl)Cl.CN, predict the reaction product. The product is: [Cl:1][C:2]1[C:3]([C:14]2[N:18]([CH3:19])[C:17]3[CH:20]=[CH:21][CH:22]=[CH:23][C:16]=3[N:15]=2)=[N:4][C:5]([N:8]2[CH2:9][CH2:10][N:11]([C:25]([NH:26][CH3:29])=[O:34])[CH2:12][CH2:13]2)=[N:6][CH:7]=1.